Dataset: Reaction yield outcomes from USPTO patents with 853,638 reactions. Task: Predict the reaction yield, written as a fraction of the theoretical maximum amount of product (1.0 means a 100% yield; for example, 0.34 means a 34% yield). The reactants are [CH3:1][N:2]1[C:6]([CH:7]2[CH2:12][CH:11]([C:13]3[O:17][NH:16][C:15](=[O:18])[CH:14]=3)[CH2:10][CH2:9][N:8]2[C:19]([O:21][CH2:22][C:23]2[CH:28]=[CH:27][CH:26]=[CH:25][CH:24]=2)=[O:20])=[N:5][N:4]=[N:3]1.CCCCCCC.CCO. The catalyst is C(#N)C. The product is [CH3:1][N:2]1[C:6]([C@H:7]2[CH2:12][C@@H:11]([C:13]3[O:17][NH:16][C:15](=[O:18])[CH:14]=3)[CH2:10][CH2:9][N:8]2[C:19]([O:21][CH2:22][C:23]2[CH:24]=[CH:25][CH:26]=[CH:27][CH:28]=2)=[O:20])=[N:5][N:4]=[N:3]1. The yield is 0.470.